The task is: Regression. Given a target protein amino acid sequence and a drug SMILES string, predict the binding affinity score between them. We predict pKi (pKi = -log10(Ki in M); higher means stronger inhibition). Dataset: bindingdb_ki.. This data is from Drug-target binding data from BindingDB using Ki measurements. (1) The compound is CSCC[C@@H](NC(=O)[C@@H](N)Cc1ccc(O)cc1)C(=O)NCC(=O)N[C@@H](Cc1ccccc1)C(=O)N1C[C@@H](O[C@@H]2O[C@H](CO)[C@H](O)[C@H](O)[C@H]2O)C[C@H]1C(N)=O. The target protein sequence is MEPPTVTVSDFSERYPLFLHNSSFLEEPAGLLSNWSGGSSELKAVRGSSAVAIAVSITALYSVICVVGLVGNVLVMYGVVRYTKMKTATNIYIFNLALADALATSTLPFQSAKYLMGTWPFGELLCKVVIAIDYYNMFTSIFTLTMMSVDRYIAVCHPVRALDFRTPVKAKIINICVWILSSAVGFPVMVMAVTKELDSGKTICMLKFPDPEWYWDTVTKICVFIFAFVFPVLVITVCYGLMILRLKSVRLLSGSKEKDRNLRRITRMVLVVVAAFIICWTPIHIFIIVKTVVEIDQKNLLVVACWHLCIALGYMNSSLNPVLYAFLDENFKRCFREFCLPFRTRIEQNSFSKARSVIREPISVCAKSESIKQPT. The pKi is 6.3. (2) The small molecule is O=C(O)/C=C/C(=O)O. The target protein (Q8VC69) has sequence MAFNDLLKQVGGVGRFQLIQVTMVVAPLLLMASHNTLQNFTAAIPAHHCRPPANANLSKDGGLEAWLPLDKQGRPESCLRFPFPHNGTEANGTGVTEPCLDGWVYDNSTFPSTIVTEWNLVCSHRAFRQLAQSLFMVGVLLGAMMFGYLADRLGRRKVLILNYLQTAVSGTCAAYAPNYTVYCIFRLLSGMSLASIAINCMTLNMEWMPIHTRAYVGTLIGYVYSLGQFLLAGIAYAVPHWRHLQLAVSVPFFVAFIYSWFFIESARWYSSSGRLDLTLRALQRVARINGKQEEGAKLSIEVLQTSLQKELTLNKGQASAMELLRCPTLRRLFLCLSMLWFATSFAYYGLVMDLQGFGVSMYLIQVIFGAVDLPAKFVCFLVINSMGRRPAQLASLLLAGICILVNGIIPRGHTIIRTSLAVLGKGCLASSFNCIFLYTGELYPTMIRQTGLGMGSTMARVGSIVSPLISMTAEFYPSIPLFIFGAVPVAASAVTALLPE.... The pKi is 3.2. (3) The drug is CC[C@H](C)[C@H](NC(=O)[C@H](C)NC(=O)[C@H](CC(N)=O)NC(=O)[C@H](CCCCN)NC(=O)[C@H](Cc1ccccc1)NC(=O)[C@H](CC(C)C)NC(=O)[C@@H](NC(=O)[C@@H](NC(=O)[C@H](CC(C)C)NC(=O)[C@@H]1CCCN1C(=O)[C@@H](NC(=O)[C@H](CCC(N)=O)NC(=O)[C@H](CO)NC(=O)[C@H](CCCCN)NC(=O)[C@H](CCC(=O)O)NC(=O)[C@H](CO)NC(=O)[C@@H](NC(=O)[C@H](CCSC)NC(=O)[C@H](Cc1ccccc1)NC(=O)CNC(=O)CNC(=O)[C@@H](N)Cc1ccc(O)cc1)[C@@H](C)O)[C@@H](C)O)C(C)C)[C@@H](C)O)C(=O)N[C@H](C(=O)N[C@@H](CCCCN)C(=O)N[C@@H](CC(N)=O)C(=O)N[C@@H](C)C(=O)N[C@@H](Cc1cnc[nH]1)C(=O)N[C@@H](CCCCN)C(=O)N[C@@H](CCCCN)C(=O)NCC(=O)N[C@@H](CCC(N)=O)C(=O)O)C(C)C. The target protein sequence is MEPAPSRDPELQPQLLANASEAFPSAFPSAGANASGPPGARSASSLALAIAITALYSAVCAVGLLGNVLVMFGIVRWMAILTHVSIFFFLVICMSSLEKLTLSCLSCLYILETNPLSVASFAIIFSHSEYCLFTSIFTLTMMSVDRYIAVCHPVKALDFRTPAKAKLINICIWVLASGVGVPIMVMAVTRPRDGAVVCMLQFPNPSWYWDTVTKICVFLFAFVVPILVITVCYGLMLLRLRSVRLLSGSKEKDRSLRRITRMVLVVVGAFVVCWAPIHIFVIVWTLVDINRRDPLVVAALHLCIALGYANSSLNPVLYAFLDENFKRCFRQLCRMPCGRREPSSFSRAREATARERVTACTPSDGPGGGAAA. The pKi is 7.2. (4) The small molecule is CCOC(=O)N[C@@H](CCCCN)C(=O)c1noc(Cc2ccc(OCCc3ccccc3)cc2)n1. The target protein sequence is MAFLWLLSCWALLGTTFGCGVPAIHPVLSGLSRIVNGEDAVPGSWPWQVSLQDKTGFHFCGGSLISEDWVVTAAHCGVRTSDVVVAGEFDQGSDEENIQVLKIAKVFKNPKFSILTVNNDITLLKLATPARFSQTVSAVCLPSADDDFPAGTLCATTGWGKTKYNANKTPDKLQQAALPLLSNAECKKSWGRRITDVMICAGASGVSSCMGDSGGPLVCQKDGAWTLVGIVSWGSDTCSTSSPGVYARVTKLIPWVQKILAAN. The pKi is 3.8. (5) The small molecule is C#CCN(Cc1cc2c(=O)[nH]c(C)nc2cc1C)c1ccc(C(=O)N[C@@H](CCC(=O)O)C(=O)N(CC#C)[C@@H](CCC(=O)O)C(=O)O)c(F)c1. The target protein (P07607) has sequence MLVVGSELQSDAQQLSAEAPRHGELQYLRQVEHILRCGFKKEDRTGTGTLSVFGMQARYSLRDEFPLLTTKRVFWKGVLEELLWFIKGSTNAKELSSKGVRIWDANGSRDFLDSLGFSARQEGDLGPVYGFQWRHFGAEYKDMDSDYSGQGVDQLQKVIDTIKTNPDDRRIIMCAWNPKDLPLMALPPCHALCQFYVVNGELSCQLYQRSGDMGLGVPFNIASYALLTYMIAHITGLQPGDFVHTLGDAHIYLNHIEPLKIQLQREPRPFPKLKILRKVETIDDFKVEDFQIEGYNPHPTIKMEMAV. The pKi is 9.5.